From a dataset of Forward reaction prediction with 1.9M reactions from USPTO patents (1976-2016). Predict the product of the given reaction. (1) Given the reactants COC[O:4][C:5]1[C:10]([CH3:11])=[CH:9][CH:8]=[C:7]([O:12][CH2:13][O:14][CH3:15])[C:6]=1[C:16]1([C:19](OCC)=[O:20])[CH2:18][CH2:17]1.O.[H-].[Na+].C(Cl)OC.[H-].[H-].[H-].[H-].[Li+].[Al+3], predict the reaction product. The product is: [OH:20][CH2:19][C:16]1([C:6]2[C:7]([O:12][CH2:13][O:14][CH3:15])=[CH:8][CH:9]=[C:10]([CH3:11])[C:5]=2[OH:4])[CH2:17][CH2:18]1. (2) The product is: [Br:1][C:2]1[CH:3]=[C:4]2[C:8](=[CH:9][CH:10]=1)[N:7]([CH:12]1[CH2:13][CH2:14][CH2:15][CH2:16][O:11]1)[N:6]=[CH:5]2. Given the reactants [Br:1][C:2]1[CH:3]=[C:4]2[C:8](=[CH:9][CH:10]=1)[NH:7][N:6]=[CH:5]2.[O:11]1[CH:16]=[CH:15][CH2:14][CH2:13][CH2:12]1.CC1C=CC(S(O)(=O)=O)=CC=1.C(=O)(O)[O-].[Na+], predict the reaction product. (3) Given the reactants [Br:1]P(Br)Br.O[CH:6]([C:8]1[CH:9]=[C:10]([C:26]([N:28]([CH3:30])[CH3:29])=[O:27])[CH:11]=[C:12]2[C:17]=1[O:16][C:15]([N:18]1[CH2:23][CH2:22][O:21][C@H:20]([CH3:24])[CH2:19]1)=[CH:14][C:13]2=[O:25])[CH3:7], predict the reaction product. The product is: [BrH:1].[Br:1][CH:6]([C:8]1[CH:9]=[C:10]([C:26]([N:28]([CH3:30])[CH3:29])=[O:27])[CH:11]=[C:12]2[C:17]=1[O:16][C:15]([N:18]1[CH2:23][CH2:22][O:21][C@H:20]([CH3:24])[CH2:19]1)=[CH:14][C:13]2=[O:25])[CH3:7]. (4) Given the reactants N1C=CN=CC=1C1C=CN=[C:9]([NH:13][CH2:14][C:15]2[CH:23]=[CH:22][C:18]([C:19](O)=O)=[CH:17][CH:16]=2)N=1.[NH:24]([C:28]1[CH:36]=[CH:35][C:31]([C:32]([OH:34])=[O:33])=[CH:30][CH:29]=1)[C:25]([NH2:27])=N.CN(/C=C/C(C1C=NC=CN=1)=O)C.CN(C)/C=C/C(C1C=NC=CC=1)=O, predict the reaction product. The product is: [N:13]1[CH:14]=[CH:15][CH:16]=[C:17]([C:18]2[CH:22]=[CH:23][N:27]=[C:25]([NH:24][C:28]3[CH:29]=[CH:30][C:31]([C:32]([OH:34])=[O:33])=[CH:35][CH:36]=3)[CH:19]=2)[CH:9]=1. (5) Given the reactants [O:1]1[CH:5]=[CH:4][C:3]([CH2:6][NH:7][CH2:8][C:9]2[CH:14]=[CH:13][C:12]([O:15][CH3:16])=[CH:11][CH:10]=2)=[CH:2]1.Cl[S:18]([C:21]1[CH:30]=[CH:29][C:24]([C:25]([O:27][CH3:28])=[O:26])=[CH:23][CH:22]=1)(=[O:20])=[O:19].C(N(CC)CC)C, predict the reaction product. The product is: [O:1]1[CH:5]=[CH:4][C:3]([CH2:6][N:7]([CH2:8][C:9]2[CH:10]=[CH:11][C:12]([O:15][CH3:16])=[CH:13][CH:14]=2)[S:18]([C:21]2[CH:22]=[CH:23][C:24]([C:25]([O:27][CH3:28])=[O:26])=[CH:29][CH:30]=2)(=[O:20])=[O:19])=[CH:2]1. (6) Given the reactants [H-].[Al+3].[Li+].[H-].[H-].[H-].[Cl:7][C:8]1[CH:9]=[C:10]([CH:13]=[C:14]([S:16][CH3:17])[CH:15]=1)[C:11]#[N:12].O.O.O.O.O.O.O.O.O.O.[O-]S([O-])(=O)=O.[Na+].[Na+], predict the reaction product. The product is: [ClH:7].[Cl:7][C:8]1[CH:9]=[C:10]([CH2:11][NH2:12])[CH:13]=[C:14]([S:16][CH3:17])[CH:15]=1.